This data is from Forward reaction prediction with 1.9M reactions from USPTO patents (1976-2016). The task is: Predict the product of the given reaction. Given the reactants [I-].[CH3:2][C:3]1[CH:8]=[CH:7][CH:6]=[C:5]([CH3:9])[C:4]=1[CH2:10][O:11][C:12]1[C:13]2[N:14]([C:25]([CH2:29][N+](C)(C)C)=[C:26]([CH3:28])[N:27]=2)[CH:15]=[C:16]([N:18]2[CH:23]=[CH:22][CH:21]=[CH:20][C:19]2=[O:24])[CH:17]=1.[C-:34]#[N:35].[Na+], predict the reaction product. The product is: [CH3:2][C:3]1[CH:8]=[CH:7][CH:6]=[C:5]([CH3:9])[C:4]=1[CH2:10][O:11][C:12]1[C:13]2[N:14]([C:25]([CH2:29][C:34]#[N:35])=[C:26]([CH3:28])[N:27]=2)[CH:15]=[C:16]([N:18]2[CH:23]=[CH:22][CH:21]=[CH:20][C:19]2=[O:24])[CH:17]=1.